From a dataset of Reaction yield outcomes from USPTO patents with 853,638 reactions. Predict the reaction yield, written as a fraction of the theoretical maximum amount of product (1.0 means a 100% yield; for example, 0.34 means a 34% yield). (1) The reactants are C1C=CC(P(C2C=CC=CC=2)C2C=CC=CC=2)=CC=1.CC(OC(/N=N/C(OC(C)C)=O)=O)C.[O:34]1[CH2:39][CH2:38][N:37]([C:40]2[CH:45]=[CH:44][N:43]=[C:42]([CH2:46][OH:47])[N:41]=2)[CH2:36][CH2:35]1.O[C:49]1[CH:59]=[N:58][CH:57]=[CH:56][C:50]=1[C:51]([O:53][CH2:54][CH3:55])=[O:52]. The catalyst is C1COCC1. The product is [O:34]1[CH2:39][CH2:38][N:37]([C:40]2[CH:45]=[CH:44][N:43]=[C:42]([CH2:46][O:47][C:49]3[CH:59]=[N:58][CH:57]=[CH:56][C:50]=3[C:51]([O:53][CH2:54][CH3:55])=[O:52])[N:41]=2)[CH2:36][CH2:35]1. The yield is 0.260. (2) The reactants are [Cl-].[C:2]([O:6][C:7]([NH:9][NH:10][C:11]([CH2:13][C:14]1[CH:39]=[CH:38][C:17]([CH2:18][P+](C2C=CC=CC=2)(C2C=CC=CC=2)C2C=CC=CC=2)=[CH:16][CH:15]=1)=[O:12])=[O:8])([CH3:5])([CH3:4])[CH3:3].C([Li])CCC.[CH:45]([C:47]1[S:51][C:50]([NH:52][C:53](=[O:55])[CH3:54])=[CH:49][CH:48]=1)=O.[Cl-].[NH4+]. The catalyst is O1CCCC1. The product is [C:53]([NH:52][C:50]1[S:51][C:47]([CH:45]=[CH:18][C:17]2[CH:16]=[CH:15][C:14]([CH2:13][C:11]([NH:10][NH:9][C:7]([O:6][C:2]([CH3:3])([CH3:4])[CH3:5])=[O:8])=[O:12])=[CH:39][CH:38]=2)=[CH:48][CH:49]=1)(=[O:55])[CH3:54]. The yield is 0.280. (3) The reactants are Br[C:2]1[CH:19]=[CH:18][C:5]([CH2:6][NH:7][C:8](=[O:17])[O:9][CH2:10][C:11]2[CH:16]=[CH:15][CH:14]=[CH:13][CH:12]=2)=[CH:4][CH:3]=1.[CH3:20][C:21]1([CH3:37])[C:25]([CH3:27])([CH3:26])[O:24][B:23]([B:23]2[O:24][C:25]([CH3:27])([CH3:26])[C:21]([CH3:37])([CH3:20])[O:22]2)[O:22]1.C([O-])(=O)C.[K+]. The catalyst is O1CCOCC1.[Cl-].[Na+].O.C1C=CC(P(C2C=CC=CC=2)[C-]2C=CC=C2)=CC=1.C1C=CC(P(C2C=CC=CC=2)[C-]2C=CC=C2)=CC=1.Cl[Pd]Cl.[Fe+2]. The product is [CH3:20][C:21]1([CH3:37])[C:25]([CH3:27])([CH3:26])[O:24][B:23]([C:2]2[CH:19]=[CH:18][C:5]([CH2:6][NH:7][C:8](=[O:17])[O:9][CH2:10][C:11]3[CH:16]=[CH:15][CH:14]=[CH:13][CH:12]=3)=[CH:4][CH:3]=2)[O:22]1. The yield is 0.690. (4) The reactants are [CH2:1]([C@@H:8]1[CH2:12][O:11][C:10](=[O:13])[N:9]1[C:14](=[O:35])[C@H:15]([CH:32]1[CH2:34][CH2:33]1)[C@H:16]([C@H:18]1[CH2:22][O:21][C:20]([CH3:24])([CH3:23])[N:19]1[C:25]([O:27][C:28]([CH3:31])([CH3:30])[CH3:29])=[O:26])[OH:17])[C:2]1[CH:7]=[CH:6][CH:5]=[CH:4][CH:3]=1.N1C(C)=CC=CC=1C.FC(F)(F)S(O[Si:50]([C:53]([CH3:56])([CH3:55])[CH3:54])([CH3:52])[CH3:51])(=O)=O. The catalyst is C(Cl)Cl.ClCCCl. The product is [CH2:1]([C@@H:8]1[CH2:12][O:11][C:10](=[O:13])[N:9]1[C:14](=[O:35])[C@H:15]([CH:32]1[CH2:33][CH2:34]1)[C@H:16]([C@H:18]1[CH2:22][O:21][C:20]([CH3:23])([CH3:24])[N:19]1[C:25]([O:27][C:28]([CH3:30])([CH3:29])[CH3:31])=[O:26])[O:17][Si:50]([C:53]([CH3:56])([CH3:55])[CH3:54])([CH3:52])[CH3:51])[C:2]1[CH:7]=[CH:6][CH:5]=[CH:4][CH:3]=1. The yield is 0.950. (5) The reactants are [N:1]1[C:10]2[C:5](=[CH:6][CH:7]=[CH:8][C:9]=2[OH:11])[CH:4]=[CH:3][CH:2]=1.C([O-])([O-])=O.[K+].[K+].[F:18][C:19]([F:32])([F:31])[S:20](O[S:20]([C:19]([F:32])([F:31])[F:18])(=[O:22])=[O:21])(=[O:22])=[O:21]. The catalyst is N1C=CC=CC=1. The product is [F:18][C:19]([F:32])([F:31])[S:20]([O:11][C:9]1[CH:8]=[CH:7][CH:6]=[C:5]2[C:10]=1[N:1]=[CH:2][CH:3]=[CH:4]2)(=[O:22])=[O:21]. The yield is 0.850.